This data is from Reaction yield outcomes from USPTO patents with 853,638 reactions. The task is: Predict the reaction yield, written as a fraction of the theoretical maximum amount of product (1.0 means a 100% yield; for example, 0.34 means a 34% yield). The yield is 0.850. The product is [C:4]1([N:7]([C:8]2[CH:13]=[CH:12][CH:11]=[CH:10][CH:9]=2)[C:14]2[CH:19]=[CH:18][C:17]([NH:21][C:22]3[CH:27]=[CH:26][CH:25]=[CH:24][CH:23]=3)=[CH:16][CH:15]=2)[CH:5]=[CH:6][CH:1]=[CH:2][CH:3]=1. The reactants are [CH:1]1[CH:6]=[CH:5][C:4]([N:7]([C:14]2[CH:19]=[CH:18][C:17](Br)=[CH:16][CH:15]=2)[C:8]2[CH:13]=[CH:12][CH:11]=[CH:10][CH:9]=2)=[CH:3][CH:2]=1.[NH2:21][C:22]1[CH:27]=[CH:26][CH:25]=[CH:24][CH:23]=1.CC(C)([O-])C.[Na+]. The catalyst is C1(C)C=CC=CC=1.C(P(C(C)(C)C)C(C)(C)C)(C)(C)C.